This data is from Forward reaction prediction with 1.9M reactions from USPTO patents (1976-2016). The task is: Predict the product of the given reaction. The product is: [CH3:8][C@@H:9]1[CH2:13][CH2:12][CH2:11][N:10]1[CH2:14][CH2:15][CH2:16][O:17][C:18]1[CH:19]=[CH:20][C:21]([C:24]2[S:25][C:26]3[CH2:27][N:28]([C:34]4[CH2:2][C:3](=[O:5])[CH:35]=4)[CH2:29][CH2:30][C:31]=3[N:32]=2)=[CH:22][CH:23]=1. Given the reactants F[C:2](F)(F)[C:3]([OH:5])=O.[CH3:8][C@@H:9]1[CH2:13][CH2:12][CH2:11][N:10]1[CH2:14][CH2:15][CH2:16][O:17][C:18]1[CH:23]=[CH:22][C:21]([C:24]2[S:25][C:26]3[CH2:27][NH:28][CH2:29][CH2:30][C:31]=3[N:32]=2)=[CH:20][CH:19]=1.O1CCO[CH2:35][CH2:34]1, predict the reaction product.